This data is from Reaction yield outcomes from USPTO patents with 853,638 reactions. The task is: Predict the reaction yield, written as a fraction of the theoretical maximum amount of product (1.0 means a 100% yield; for example, 0.34 means a 34% yield). (1) The reactants are [CH2:1]([NH2:7])[C:2]1[O:6][CH:5]=[CH:4][CH:3]=1.[Cl:8][C:9]1[CH:14]=[N:13][CH:12]=[C:11](Cl)[N:10]=1. No catalyst specified. The product is [Cl:8][C:9]1[N:10]=[C:11]([NH:7][CH2:1][C:2]2[O:6][CH:5]=[CH:4][CH:3]=2)[CH:12]=[N:13][CH:14]=1. The yield is 0.980. (2) The reactants are [N:1]1[CH:6]=[CH:5][C:4]([CH:7]=O)=[CH:3][N:2]=1.[CH3:9][O:10][C:11]([CH:13]=P(C1C=CC=CC=1)(C1C=CC=CC=1)C1C=CC=CC=1)=[O:12].O. The catalyst is ClCCl. The product is [CH3:9][O:10][C:11](=[O:12])[CH:13]=[CH:7][C:4]1[CH:5]=[CH:6][N:1]=[N:2][CH:3]=1. The yield is 0.890.